Dataset: KCNQ2 potassium channel screen with 302,405 compounds. Task: Binary Classification. Given a drug SMILES string, predict its activity (active/inactive) in a high-throughput screening assay against a specified biological target. (1) The drug is s1nnc(c1C)C(=O)NC(=S)Nc1ccccc1. The result is 1 (active). (2) The molecule is O=C1N(C(=O)N(C1(C)C)CN1C(C(=O)N(C1=O)CC(O)CN(CCC)CCC)(C)C)CC(O)CN(CCC)CCC. The result is 0 (inactive). (3) The molecule is S(=O)(=O)(N1CCOCC1)c1cc(c(OCC(=O)N2CCC(CC2)C(=O)N)cc1)C. The result is 0 (inactive). (4) The compound is [nH]1c2c(c3nc4c(nc13)cccc4)cccc2. The result is 0 (inactive).